This data is from Forward reaction prediction with 1.9M reactions from USPTO patents (1976-2016). The task is: Predict the product of the given reaction. (1) Given the reactants S(OOS([O-])(=O)=O)([O-])(=O)=O.[NH4+].[NH4+].[C:13]([OH:17])(=[O:16])[CH:14]=[CH2:15].[CH:18]([S:26]([O-:29])(=[O:28])=[O:27])=[CH:19][C:20]1[CH:25]=[CH:24][CH:23]=[CH:22][CH:21]=1.[K+:30], predict the reaction product. The product is: [C:13]([OH:17])(=[O:16])[CH:14]=[CH2:15].[CH:18]([S:26]([O-:29])(=[O:27])=[O:28])=[CH:19][C:20]1[CH:25]=[CH:24][CH:23]=[CH:22][CH:21]=1.[K+:30]. (2) The product is: [CH2:22]([O:24][C:25]([C:26]1[C:6](=[O:21])[N:7]([CH2:13][C:14]2[CH:19]=[CH:18][CH:17]=[C:16]([F:20])[CH:15]=2)[N:8]2[CH:9]=[CH:10][CH:11]=[C:12]2[C:27]=1[OH:28])=[O:37])[CH3:23]. Given the reactants C(O[C:6](=[O:21])[N:7]([CH2:13][C:14]1[CH:19]=[CH:18][CH:17]=[C:16]([F:20])[CH:15]=1)[N:8]1[CH:12]=[CH:11][CH:10]=[CH:9]1)(C)(C)C.[CH2:22]([O:24][C:25](=[O:37])[CH:26](C(OCC)=O)[C:27](OCC)=[O:28])[CH3:23], predict the reaction product. (3) Given the reactants C(=O)([O-])[O-].[K+].[K+].[CH:7]1[C:16]2[C:11](=[CH:12][CH:13]=[CH:14][CH:15]=2)[CH:10]=[CH:9][C:8]=1[CH2:17][SH:18].O1CCCC1.CS(O[CH2:29][C:30]1[O:34][N:33]=[C:32]([C:35]([O:37][CH2:38][CH3:39])=[O:36])[CH:31]=1)(=O)=O, predict the reaction product. The product is: [CH:7]1[C:16]2[C:11](=[CH:12][CH:13]=[CH:14][CH:15]=2)[CH:10]=[CH:9][C:8]=1[CH2:17][S:18][CH2:29][C:30]1[O:34][N:33]=[C:32]([C:35]([O:37][CH2:38][CH3:39])=[O:36])[CH:31]=1. (4) The product is: [Cl:49][C:50]1[CH:71]=[CH:70][C:53]2[NH:54][C:55]([C@@H:57]([NH:69][C:5](=[O:7])[C:4]3[CH:8]=[CH:9][C:10]([C:11]([N:13]4[CH2:17][CH2:16][CH2:15][CH2:14]4)=[O:12])=[C:2]([CH3:1])[CH:3]=3)[CH2:58][C:59]3[CH:60]=[CH:61][C:62]([C:65]([F:67])([F:66])[F:68])=[CH:63][CH:64]=3)=[N:56][C:52]=2[CH:51]=1. Given the reactants [CH3:1][C:2]1[CH:3]=[C:4]([CH:8]=[CH:9][C:10]=1[C:11]([N:13]1[CH2:17][CH2:16][CH2:15][CH2:14]1)=[O:12])[C:5]([OH:7])=O.CN(C(ON1N=NC2C=CC=CC1=2)=[N+](C)C)C.[B-](F)(F)(F)F.C(N(C(C)C)CC)(C)C.[Cl:49][C:50]1[CH:71]=[CH:70][C:53]2[NH:54][C:55]([C@@H:57]([NH2:69])[CH2:58][C:59]3[CH:64]=[CH:63][C:62]([C:65]([F:68])([F:67])[F:66])=[CH:61][CH:60]=3)=[N:56][C:52]=2[CH:51]=1.ClCl, predict the reaction product. (5) Given the reactants [CH2:1]([N:8]([CH2:20][CH2:21][CH2:22]O)[C:9]([C:11]1[NH:12][C:13](=[O:19])[C:14]([Br:18])=[CH:15][C:16]=1[CH3:17])=[O:10])[C:2]1[CH:7]=[CH:6][CH:5]=[CH:4][CH:3]=1.C1(P(C2C=CC=CC=2)C2C=CC=CC=2)C=CC=CC=1.N(C(OC(C)C)=O)=NC(OC(C)C)=O, predict the reaction product. The product is: [CH2:1]([N:8]1[CH2:20][CH2:21][CH2:22][N:12]2[C:13](=[O:19])[C:14]([Br:18])=[CH:15][C:16]([CH3:17])=[C:11]2[C:9]1=[O:10])[C:2]1[CH:3]=[CH:4][CH:5]=[CH:6][CH:7]=1.